This data is from Forward reaction prediction with 1.9M reactions from USPTO patents (1976-2016). The task is: Predict the product of the given reaction. (1) Given the reactants Cl.C(OC([N:9]1[CH2:14][CH2:13][C@@H:12]([O:15][C:16]2[CH:21]=[C:20]([F:22])[CH:19]=[CH:18][C:17]=2[C:23]([N:25]2[CH2:39][C:28]3=[C:29]4[N:34]([N:35]=[C:27]3[CH2:26]2)[C:33]([CH3:36])=[C:32]([Cl:37])[C:31]([CH3:38])=[N:30]4)=[O:24])[CH2:11][C@@H:10]1[C:40]([F:43])([F:42])[F:41])=O)(C)(C)C.[OH-].[Na+], predict the reaction product. The product is: [Cl:37][C:32]1[C:31]([CH3:38])=[N:30][C:29]2[N:34]([N:35]=[C:27]3[CH2:26][N:25]([C:23]([C:17]4[CH:18]=[CH:19][C:20]([F:22])=[CH:21][C:16]=4[O:15][C@@H:12]4[CH2:13][CH2:14][NH:9][C@@H:10]([C:40]([F:41])([F:43])[F:42])[CH2:11]4)=[O:24])[CH2:39][C:28]3=2)[C:33]=1[CH3:36]. (2) Given the reactants [C:1]([OH:4])(=[O:3])[CH3:2].CN(C=O)C.C([O-])(=O)C.[Na+].Br[CH2:16][C:17]([C:19]1[N:20]=[CH:21][C:22]([NH:25][C:26](=[O:31])[C:27]([CH3:30])([CH3:29])[CH3:28])=[N:23][CH:24]=1)=[O:18], predict the reaction product. The product is: [CH3:28][C:27]([CH3:30])([CH3:29])[C:26]([NH:25][C:22]1[N:23]=[CH:24][C:19]([C:17](=[O:18])[CH2:16][O:3][C:1](=[O:4])[CH3:2])=[N:20][CH:21]=1)=[O:31].